Dataset: Forward reaction prediction with 1.9M reactions from USPTO patents (1976-2016). Task: Predict the product of the given reaction. (1) Given the reactants [C:1]1([CH:7]=O)[CH2:6][CH2:5][CH2:4][CH2:3][CH:2]=1.[C:9]([O:13][C:14]([NH:16][C@H:17]1[CH2:21][CH2:20][NH:19][CH2:18]1)=[O:15])([CH3:12])([CH3:11])[CH3:10].C(O)(=O)C.C(O[BH-](OC(=O)C)OC(=O)C)(=O)C.[Na+].C(=O)(O)[O-].[Na+], predict the reaction product. The product is: [C:1]1([CH2:7][N:19]2[CH2:20][CH2:21][C@H:17]([NH:16][C:14](=[O:15])[O:13][C:9]([CH3:11])([CH3:10])[CH3:12])[CH2:18]2)[CH2:6][CH2:5][CH2:4][CH2:3][CH:2]=1. (2) Given the reactants O1CCCCC1[O:7][CH2:8][CH2:9][N:10]1[CH2:15][CH2:14][CH:13]([O:16][C:17]2[CH:22]=[CH:21][C:20]([C:23]([F:26])([F:25])[F:24])=[CH:19][CH:18]=2)[CH2:12][CH2:11]1.C1(C)C=CC(S([O-])(=O)=O)=CC=1.[NH+]1C=CC=CC=1, predict the reaction product. The product is: [F:25][C:23]([F:24])([F:26])[C:20]1[CH:21]=[CH:22][C:17]([O:16][CH:13]2[CH2:12][CH2:11][N:10]([CH2:9][CH2:8][OH:7])[CH2:15][CH2:14]2)=[CH:18][CH:19]=1.